From a dataset of Peptide-MHC class I binding affinity with 185,985 pairs from IEDB/IMGT. Regression. Given a peptide amino acid sequence and an MHC pseudo amino acid sequence, predict their binding affinity value. This is MHC class I binding data. The peptide sequence is VYRGTTTYKL. The MHC is HLA-A24:02 with pseudo-sequence HLA-A24:02. The binding affinity (normalized) is 0.546.